From a dataset of Reaction yield outcomes from USPTO patents with 853,638 reactions. Predict the reaction yield, written as a fraction of the theoretical maximum amount of product (1.0 means a 100% yield; for example, 0.34 means a 34% yield). (1) The reactants are [Br:1][C:2]1[N:3]=[C:4]([NH:15][CH2:16][CH:17]2[CH2:22][CH2:21][O:20][CH2:19][CH2:18]2)[C:5]([NH:8][CH2:9][C:10](OCC)=[O:11])=[N:6][CH:7]=1. The catalyst is C(O)(=O)C. The product is [Br:1][C:2]1[N:3]=[C:4]2[N:15]([CH2:16][CH:17]3[CH2:22][CH2:21][O:20][CH2:19][CH2:18]3)[C:10](=[O:11])[CH2:9][NH:8][C:5]2=[N:6][CH:7]=1. The yield is 0.680. (2) The reactants are [Br:1][C:2]1[N:7]=[C:6]([CH2:8][OH:9])[CH:5]=[CH:4][C:3]=1[O:10][CH2:11][CH2:12][O:13][Si:14]([C:17]([CH3:20])([CH3:19])[CH3:18])([CH3:16])[CH3:15].I(C1C=CC=CC=1C(O)=O)(=O)=O. The catalyst is CS(C)=O. The product is [Br:1][C:2]1[N:7]=[C:6]([CH:8]=[O:9])[CH:5]=[CH:4][C:3]=1[O:10][CH2:11][CH2:12][O:13][Si:14]([C:17]([CH3:20])([CH3:19])[CH3:18])([CH3:15])[CH3:16]. The yield is 0.990.